Dataset: Catalyst prediction with 721,799 reactions and 888 catalyst types from USPTO. Task: Predict which catalyst facilitates the given reaction. (1) Reactant: [H-].[Na+].[F:3][C:4]1[CH:9]=[CH:8][C:7]([N+:10]([O-:12])=[O:11])=[C:6]([O:13][C@H:14]2[CH2:19][CH2:18][C@H:17]([OH:20])[CH2:16][CH2:15]2)[CH:5]=1.I[CH3:22]. Product: [F:3][C:4]1[CH:9]=[CH:8][C:7]([N+:10]([O-:12])=[O:11])=[C:6]([O:13][C@H:14]2[CH2:15][CH2:16][C@H:17]([O:20][CH3:22])[CH2:18][CH2:19]2)[CH:5]=1. The catalyst class is: 31. (2) The catalyst class is: 147. Product: [C:1]([O:5][C:6]([N:8]1[CH2:13][CH2:12][CH2:11][C:10]([NH:19][C:20]([O:22][CH2:23][C:24]2[CH:25]=[CH:26][CH:27]=[CH:28][CH:29]=2)=[O:21])([C:14]([F:17])([F:18])[CH2:15][OH:30])[CH2:9]1)=[O:7])([CH3:3])([CH3:4])[CH3:2]. Reactant: [C:1]([O:5][C:6]([N:8]1[CH2:13][CH2:12][CH2:11][C:10]([NH:19][C:20]([O:22][CH2:23][C:24]2[CH:29]=[CH:28][CH:27]=[CH:26][CH:25]=2)=[O:21])([C:14]([F:18])([F:17])[CH:15]=C)[CH2:9]1)=[O:7])([CH3:4])([CH3:3])[CH3:2].[O:30]=[O+][O-].[BH4-].[Na+].C(=O)(O)[O-].[Na+].[Cl-].[Na+]. (3) Reactant: [H-].[Na+].[OH:3][CH2:4][C:5]1[C:13]2[C:12](=[O:14])[NH:11][C:10]([C:15]([NH:17][CH2:18][C:19]3[CH:24]=[CH:23][CH:22]=[C:21]([O:25][CH3:26])[CH:20]=3)=[O:16])=[N:9][C:8]=2[S:7][CH:6]=1.N[C@H]1CC[C@H](COCC2C3C(=O)NC(C(NCC4C=CC=C(OC)C=4)=O)=NC=3SC=2)CC1.CC1C=CC(S(O[CH2:70][C@H:71]2[CH2:76][CH2:75][C@H:74]([CH2:77][NH:78]C(OC(C)(C)C)=O)[CH2:73][CH2:72]2)(=O)=O)=CC=1. Product: [NH2:78][CH2:77][C@H:74]1[CH2:75][CH2:76][C@H:71]([CH2:70][O:3][CH2:4][C:5]2[C:13]3[C:12](=[O:14])[NH:11][C:10]([C:15]([NH:17][CH2:18][C:19]4[CH:24]=[CH:23][CH:22]=[C:21]([O:25][CH3:26])[CH:20]=4)=[O:16])=[N:9][C:8]=3[S:7][CH:6]=2)[CH2:72][CH2:73]1. The catalyst class is: 3. (4) Product: [NH:8]1[C:9]2[C:5](=[CH:4][CH:3]=[C:2]([O:1][CH2:18][C:19]([O:21][CH2:22][CH3:23])=[O:20])[CH:10]=2)[CH:6]=[CH:7]1. Reactant: [OH:1][C:2]1[CH:10]=[C:9]2[C:5]([CH:6]=[CH:7][NH:8]2)=[CH:4][CH:3]=1.C(=O)([O-])[O-].[K+].[K+].Br[CH2:18][C:19]([O:21][CH2:22][CH3:23])=[O:20]. The catalyst class is: 372. (5) Reactant: [CH2:1]([O:8][C:9]1[C:14](=[O:15])[N:13]=[C:12]([CH2:16][C:17]2[CH:22]=[CH:21][CH:20]=[CH:19][C:18]=2Br)[N:11]2[CH2:24][CH2:25][N:26]([CH:29]([CH3:31])[CH3:30])[C:27](=[O:28])[C:10]=12)[C:2]1[CH:7]=[CH:6][CH:5]=[CH:4][CH:3]=1.[F:32][C:33]1[CH:34]=[C:35](B(O)O)[CH:36]=[CH:37][C:38]=1[F:39].C(=O)([O-])[O-].[Na+].[Na+]. Product: [CH2:1]([O:8][C:9]1[C:14](=[O:15])[N:13]=[C:12]([CH2:16][C:17]2[CH:22]=[CH:21][CH:20]=[CH:19][C:18]=2[C:36]2[CH:35]=[CH:34][C:33]([F:32])=[C:38]([F:39])[CH:37]=2)[N:11]2[CH2:24][CH2:25][N:26]([CH:29]([CH3:31])[CH3:30])[C:27](=[O:28])[C:10]=12)[C:2]1[CH:7]=[CH:6][CH:5]=[CH:4][CH:3]=1. The catalyst class is: 335.